This data is from Catalyst prediction with 721,799 reactions and 888 catalyst types from USPTO. The task is: Predict which catalyst facilitates the given reaction. (1) Product: [Br:1][CH:2]1[CH2:19][CH2:20][N:5]([CH:6]2[CH2:11][CH2:10][N:9]([C:12]([O:14][C:15]([CH3:18])([CH3:17])[CH3:16])=[O:13])[CH2:8][CH2:7]2)[C:3]1=[O:4]. The catalyst class is: 3. Reactant: [Br:1][CH:2]([CH2:19][CH2:20]Br)[C:3]([NH:5][CH:6]1[CH2:11][CH2:10][N:9]([C:12]([O:14][C:15]([CH3:18])([CH3:17])[CH3:16])=[O:13])[CH2:8][CH2:7]1)=[O:4].[H-].[Na+]. (2) Reactant: [Na].Cl.[NH2:3][CH2:4][CH2:5][SH:6].[CH3:7][O:8][C:9]1[CH:16]=[CH:15][C:12]([CH2:13]Cl)=[CH:11][CH:10]=1.[Cl-].[Na+]. Product: [CH3:7][O:8][C:9]1[CH:16]=[CH:15][C:12]([CH2:13][S:6][CH2:5][CH2:4][NH2:3])=[CH:11][CH:10]=1. The catalyst class is: 61.